Regression/Classification. Given a drug SMILES string, predict its absorption, distribution, metabolism, or excretion properties. Task type varies by dataset: regression for continuous measurements (e.g., permeability, clearance, half-life) or binary classification for categorical outcomes (e.g., BBB penetration, CYP inhibition). Dataset: cyp2c9_veith. From a dataset of CYP2C9 inhibition data for predicting drug metabolism from PubChem BioAssay. (1) The drug is CCn1c(C)c(/C=N/Nc2nc3ccccc3s2)c2ccccc21. The result is 0 (non-inhibitor). (2) The drug is COc1ccc(-c2nc3cnc(OCc4ccccc4)nc3n(CCC#N)c2=O)cc1. The result is 0 (non-inhibitor). (3) The drug is CC(=O)NCCNc1nc(-c2c(C)noc2C)nc2ccccc12. The result is 0 (non-inhibitor). (4) The molecule is Clc1ccc(N2CCCCCC2)nn1. The result is 0 (non-inhibitor). (5) The molecule is COc1ccc(C[C@H]2c3cc(OC)c(OC)cc3CCN2C)cc1OC. The result is 0 (non-inhibitor). (6) The compound is Nc1nc(Br)c2c(F)cccc2c1-c1ccc(F)cc1. The result is 1 (inhibitor). (7) The compound is O=C(O)CSc1nnc2c3ccccc3c3ccccc3c2n1. The result is 0 (non-inhibitor).